From a dataset of Reaction yield outcomes from USPTO patents with 853,638 reactions. Predict the reaction yield, written as a fraction of the theoretical maximum amount of product (1.0 means a 100% yield; for example, 0.34 means a 34% yield). (1) The reactants are [Cl:1][C:2]1[N:10]=[C:9]2[C:5]([N:6]=[CH:7][N:8]2[CH2:11][C:12]2[CH:17]=[CH:16][CH:15]=[C:14]([CH2:18][C:19]([O:21][CH3:22])=[O:20])[CH:13]=2)=[C:4]([NH2:23])[N:3]=1.C([O-])(=O)C.[Na+].[Br:29]Br. The product is [Br:29][C:7]1[N:8]([CH2:11][C:12]2[CH:17]=[CH:16][CH:15]=[C:14]([CH2:18][C:19]([O:21][CH3:22])=[O:20])[CH:13]=2)[C:9]2[C:5]([N:6]=1)=[C:4]([NH2:23])[N:3]=[C:2]([Cl:1])[N:10]=2. The catalyst is C(Cl)(Cl)Cl. The yield is 0.720. (2) The reactants are Br[C:2]1[N:7]=[C:6]([C:8]([O:10][CH3:11])=[O:9])[CH:5]=[CH:4][C:3]=1[F:12].[F:13][C:14]1[C:19]([CH:20]=[O:21])=[CH:18][CH:17]=[C:16]([F:22])[C:15]=1B(O)O. No catalyst specified. The product is [F:13][C:14]1[C:19]([CH:20]=[O:21])=[CH:18][CH:17]=[C:16]([F:22])[C:15]=1[C:2]1[N:7]=[C:6]([C:8]([O:10][CH3:11])=[O:9])[CH:5]=[CH:4][C:3]=1[F:12]. The yield is 0.350. (3) The reactants are [C:1](=[O:4])([O-])[O-:2].[K+].[K+].[CH3:7][NH:8][C:9]([C:11]1[C:15]2[CH:16]=[C:17]([O:26][CH2:27][CH3:28])[C:18]([N:20]([S:22]([CH3:25])(=[O:24])=[O:23])[CH3:21])=[CH:19][C:14]=2[O:13][C:12]=1[C:29]1[CH:34]=[CH:33][C:32]([F:35])=[CH:31][CH:30]=1)=[O:10]. The catalyst is C(#N)C. The product is [F:35][C:32]1[CH:33]=[CH:34][C:29]([C:12]2[O:13][C:14]3[CH:19]=[C:18]([N:20]([S:22]([CH3:25])(=[O:24])=[O:23])[CH3:21])[C:17]([O:26][CH2:27][C:28]4[CH:14]=[CH:15][C:11]([C:1]([OH:2])=[O:4])=[C:12]([OH:13])[CH:29]=4)=[CH:16][C:15]=3[C:11]=2[C:9](=[O:10])[NH:8][CH3:7])=[CH:30][CH:31]=1. The yield is 0.900. (4) The reactants are [Br:1][C:2]1[CH:3]=[CH:4][C:5]([C:8]([NH2:10])=[O:9])=[N:6][CH:7]=1.[OH:11][CH:12](O)[C:13]([C:15]1[C:24]2[C:19](=[CH:20][CH:21]=[CH:22][CH:23]=2)[CH:18]=[CH:17][CH:16]=1)=[O:14]. The catalyst is O1CCOCC1. The product is [Br:1][C:2]1[CH:3]=[CH:4][C:5]([C:8]([NH:10][CH:12]([OH:11])[C:13]([C:15]2[C:24]3[C:19](=[CH:20][CH:21]=[CH:22][CH:23]=3)[CH:18]=[CH:17][CH:16]=2)=[O:14])=[O:9])=[N:6][CH:7]=1. The yield is 0.660.